From a dataset of hERG Central: cardiac toxicity at 1µM, 10µM, and general inhibition. Predict hERG channel inhibition at various concentrations. (1) The drug is O=C(c1ccc(CS(=O)Cc2ccc(Cl)cc2)o1)N1CCN(c2ccccc2F)CC1. Results: hERG_inhib (hERG inhibition (general)): blocker. (2) The compound is O=C(Cn1cnc2ccccc21)Nc1ccc(C(=O)O)cc1.O=C(O)C(=O)O. Results: hERG_inhib (hERG inhibition (general)): blocker. (3) The drug is CSc1ccc(CNC(=O)C2Cc3cc(S(=O)(=O)N4CCCCC4)ccc3N2C(C)=O)cc1. Results: hERG_inhib (hERG inhibition (general)): blocker. (4) The drug is Cc1cc(C)cc(NC(=O)NCC2CCN(Cc3cc(C)ccc3C)CC2)c1. Results: hERG_inhib (hERG inhibition (general)): blocker. (5) The drug is Cc1sc2ncn(CC(=O)N3CCN(c4ccc(F)cc4)CC3)c(=O)c2c1S(=O)(=O)N1CCOCC1. Results: hERG_inhib (hERG inhibition (general)): blocker. (6) The molecule is CC(=O)c1ccc(NC(=O)CS(=O)(=O)c2cn(CC(=O)N3CCOCC3)c3ccccc23)cc1. Results: hERG_inhib (hERG inhibition (general)): blocker. (7) The compound is COc1ccc(-n2c(-c3ccc(Cl)cc3)c[n+]3c2CCc2ccccc2-3)cc1.[Br-]. Results: hERG_inhib (hERG inhibition (general)): blocker.